Dataset: Reaction yield outcomes from USPTO patents with 853,638 reactions. Task: Predict the reaction yield, written as a fraction of the theoretical maximum amount of product (1.0 means a 100% yield; for example, 0.34 means a 34% yield). The reactants are [CH2:1]([O:3][C:4]([C:6]1[C:7](=[O:24])[N:8]([CH2:17][C:18]2[CH:23]=[CH:22][CH:21]=[CH:20][CH:19]=2)[C:9]2[C:14]([C:15]=1Cl)=[CH:13][CH:12]=[CH:11][N:10]=2)=[O:5])[CH3:2].[NH:25]1[CH2:30][CH2:29][NH:28][CH2:27][CH2:26]1. The catalyst is ClCCl. The product is [CH2:1]([O:3][C:4]([C:6]1[C:7](=[O:24])[N:8]([CH2:17][C:18]2[CH:23]=[CH:22][CH:21]=[CH:20][CH:19]=2)[C:9]2[C:14]([C:15]=1[N:25]1[CH2:30][CH2:29][NH:28][CH2:27][CH2:26]1)=[CH:13][CH:12]=[CH:11][N:10]=2)=[O:5])[CH3:2]. The yield is 0.820.